This data is from Forward reaction prediction with 1.9M reactions from USPTO patents (1976-2016). The task is: Predict the product of the given reaction. Given the reactants [CH2:1]([O:3][C:4](=[O:18])[C:5]([O:8][C:9]1[CH:14]=[CH:13][C:12]([CH2:15][NH2:16])=[CH:11][C:10]=1[CH3:17])([CH3:7])[CH3:6])[CH3:2].[CH:19]1([C:22]2[C:27]([C:28](O)=[O:29])=[CH:26][N:25]=[C:24]([C:31]3[CH:36]=[CH:35][C:34]([C:37]([F:40])([F:39])[F:38])=[CH:33][CH:32]=3)[N:23]=2)[CH2:21][CH2:20]1, predict the reaction product. The product is: [CH2:1]([O:3][C:4](=[O:18])[C:5]([O:8][C:9]1[CH:14]=[CH:13][C:12]([CH2:15][NH:16][C:28]([C:27]2[C:22]([CH:19]3[CH2:21][CH2:20]3)=[N:23][C:24]([C:31]3[CH:32]=[CH:33][C:34]([C:37]([F:39])([F:40])[F:38])=[CH:35][CH:36]=3)=[N:25][CH:26]=2)=[O:29])=[CH:11][C:10]=1[CH3:17])([CH3:6])[CH3:7])[CH3:2].